This data is from Catalyst prediction with 721,799 reactions and 888 catalyst types from USPTO. The task is: Predict which catalyst facilitates the given reaction. Reactant: [F:1][C:2]1[C:15]([NH:16][CH2:17][C:18]2[CH:23]=[C:22]([C:24]3[CH:29]=[CH:28][CH:27]=[C:26]([F:30])[CH:25]=3)[CH:21]=[C:20]([F:31])[C:19]=2[CH3:32])=[C:14]([F:33])[CH:13]=[CH:12][C:3]=1[O:4][CH2:5][C:6]([O:8]C(C)C)=[O:7].[OH-].[Na+]. Product: [F:1][C:2]1[C:15]([NH:16][CH2:17][C:18]2[CH:23]=[C:22]([C:24]3[CH:29]=[CH:28][CH:27]=[C:26]([F:30])[CH:25]=3)[CH:21]=[C:20]([F:31])[C:19]=2[CH3:32])=[C:14]([F:33])[CH:13]=[CH:12][C:3]=1[O:4][CH2:5][C:6]([OH:8])=[O:7]. The catalyst class is: 36.